From a dataset of Full USPTO retrosynthesis dataset with 1.9M reactions from patents (1976-2016). Predict the reactants needed to synthesize the given product. (1) Given the product [F:15][CH:16]([C:24]1[CH:33]=[CH:32][C:27]2[C:28](=[O:31])[O:29][CH2:30][C:26]=2[C:25]=1[CH3:34])[CH2:17][N:18]1[CH2:23][CH2:22][N:21]([CH2:14][CH:12]([OH:13])[C:3]2[CH:4]=[CH:5][C:6]3[C:7](=[O:11])[O:8][CH2:9][C:10]=3[C:2]=2[CH3:1])[CH2:20][CH2:19]1.[CH2:35]([O:37][CH:16]([C:24]1[CH:33]=[CH:32][C:27]2[C:28](=[O:31])[O:29][CH2:30][C:26]=2[C:25]=1[CH3:34])[CH2:17][N:18]1[CH2:23][CH2:22][N:21]([CH2:14][CH:12]([OH:13])[C:3]2[CH:4]=[CH:5][C:6]3[C:7](=[O:11])[O:8][CH2:9][C:10]=3[C:2]=2[CH3:1])[CH2:20][CH2:19]1)[CH3:36], predict the reactants needed to synthesize it. The reactants are: [CH3:1][C:2]1[C:10]2[CH2:9][O:8][C:7](=[O:11])[C:6]=2[CH:5]=[CH:4][C:3]=1[CH:12]1[CH2:14][O:13]1.[F:15][CH:16]([C:24]1[CH:33]=[CH:32][C:27]2[C:28](=[O:31])[O:29][CH2:30][C:26]=2[C:25]=1[CH3:34])[CH2:17][N:18]1[CH2:23][CH2:22][NH:21][CH2:20][CH2:19]1.[CH2:35]([OH:37])[CH3:36]. (2) Given the product [N:49]1([CH2:48][C@@H:44]2[CH2:45][CH2:46][CH2:47][N:43]2[C:15]([C:12]2[CH:11]=[CH:10][C:9]([C:6]3[CH:5]=[CH:4][C:3]([C:2]([F:1])([F:19])[F:18])=[CH:8][CH:7]=3)=[CH:14][CH:13]=2)=[O:17])[CH2:53][CH2:52][CH2:51][CH2:50]1, predict the reactants needed to synthesize it. The reactants are: [F:1][C:2]([F:19])([F:18])[C:3]1[CH:8]=[CH:7][C:6]([C:9]2[CH:14]=[CH:13][C:12]([C:15]([OH:17])=O)=[CH:11][CH:10]=2)=[CH:5][CH:4]=1.C(Cl)CCl.C1C=CC2N(O)N=NC=2C=1.CCN(C(C)C)C(C)C.[NH:43]1[CH2:47][CH2:46][CH2:45][C@H:44]1[CH2:48][N:49]1[CH2:53][CH2:52][CH2:51][CH2:50]1. (3) The reactants are: [F:1][C:2]([F:31])([F:30])[C@H:3]1[CH2:8][CH2:7][C@H:6]([NH:9][C:10](=[O:29])[C:11]2[CH:16]=[C:15]([N+:17]([O-])=O)[C:14]([NH:20][CH3:21])=[C:13]([CH3:22])[C:12]=2[N:23]2[CH2:28][CH:27]3[CH:25]([CH2:26]3)[CH2:24]2)[CH2:5][CH2:4]1. Given the product [F:30][C:2]([F:1])([F:31])[C@H:3]1[CH2:8][CH2:7][C@H:6]([NH:9][C:10](=[O:29])[C:11]2[CH:16]=[C:15]([NH2:17])[C:14]([NH:20][CH3:21])=[C:13]([CH3:22])[C:12]=2[N:23]2[CH2:24][CH:25]3[CH:27]([CH2:26]3)[CH2:28]2)[CH2:5][CH2:4]1, predict the reactants needed to synthesize it.